Dataset: Catalyst prediction with 721,799 reactions and 888 catalyst types from USPTO. Task: Predict which catalyst facilitates the given reaction. (1) Reactant: [Cl:1][C:2]1[CH:3]=[C:4]([C:12]2[O:16][N:15]=[C:14]([C:17]3[CH:25]=[CH:24][C:23]([CH2:26][CH2:27][C:28]([O:30]CC)=[O:29])=[C:22]4[C:18]=3[CH:19]=[CH:20][NH:21]4)[N:13]=2)[CH:5]=[CH:6][C:7]=1[O:8][CH:9]([CH3:11])[CH3:10].[OH-].[Na+].Cl. Product: [Cl:1][C:2]1[CH:3]=[C:4]([C:12]2[O:16][N:15]=[C:14]([C:17]3[CH:25]=[CH:24][C:23]([CH2:26][CH2:27][C:28]([OH:30])=[O:29])=[C:22]4[C:18]=3[CH:19]=[CH:20][NH:21]4)[N:13]=2)[CH:5]=[CH:6][C:7]=1[O:8][CH:9]([CH3:11])[CH3:10]. The catalyst class is: 353. (2) Reactant: Cl[C:2]1[N:7]=[CH:6][N:5]=[C:4]([O:8][C:9]2[CH:10]=[C:11]3[C:16](=[CH:17][CH:18]=2)[C:15]([C:19](Cl)=[O:20])=[N:14][CH:13]=[CH:12]3)[CH:3]=1.[N:22]1C=CC=[CH:24][CH:23]=1.[C:28]([C:32]1[CH:33]=[C:34]([NH2:45])[N:35]([C:37]2[CH:42]=[CH:41][C:40]([O:43][CH3:44])=[CH:39][CH:38]=2)[N:36]=1)([CH3:31])([CH3:30])[CH3:29].[OH2:46]. Product: [C:28]([C:32]1[CH:33]=[C:34]([NH:45][C:19]([C:15]2[C:16]3[C:11](=[CH:10][C:9]([O:8][C:4]4[CH:3]=[C:2]([NH:22][C:23](=[O:46])[CH3:24])[N:7]=[CH:6][N:5]=4)=[CH:18][CH:17]=3)[CH:12]=[CH:13][N:14]=2)=[O:20])[N:35]([C:37]2[CH:42]=[CH:41][C:40]([O:43][CH3:44])=[CH:39][CH:38]=2)[N:36]=1)([CH3:31])([CH3:29])[CH3:30]. The catalyst class is: 2. (3) Reactant: C([NH:9][C:10]([NH:12][C@H:13]([CH3:18])[C:14]([F:17])([F:16])[F:15])=[S:11])(=O)C1C=CC=CC=1.C(=O)([O-])[O-].[K+].[K+]. Product: [CH3:18][C@@H:13]([NH:12][C:10]([NH2:9])=[S:11])[C:14]([F:17])([F:16])[F:15]. The catalyst class is: 24. (4) Reactant: Cl.Cl[C:3]1[N:12]=[C:11]([N:13]([C:15]2[CH:20]=[CH:19][C:18]([O:21][CH3:22])=[C:17]([O:23][CH3:24])[CH:16]=2)[CH3:14])[C:10]2[C:5](=[CH:6][CH:7]=[CH:8][CH:9]=2)[N:4]=1.Cl.[CH3:26][NH2:27].C(=O)([O-])[O-].[Na+].[Na+]. Product: [CH3:24][O:23][C:17]1[CH:16]=[C:15]([N:13]([CH3:14])[C:11]2[C:10]3[C:5](=[CH:6][CH:7]=[CH:8][CH:9]=3)[N:4]=[C:3]([NH:27][CH3:26])[N:12]=2)[CH:20]=[CH:19][C:18]=1[O:21][CH3:22]. The catalyst class is: 41. (5) Reactant: [CH3:1][O:2][C:3]1[C:8]2[C:9](=[O:13])O[CH:11]=[N:12][C:7]=2[CH:6]=[C:5]([O:14][CH3:15])[CH:4]=1.[CH3:16][O:17][C:18]1[CH:23]=[CH:22][C:21]([NH2:24])=[CH:20][CH:19]=1. Product: [CH3:1][O:2][C:3]1[CH:4]=[C:5]([O:14][CH3:15])[CH:6]=[C:7]2[C:8]=1[C:9](=[O:13])[N:24]([C:21]1[CH:22]=[CH:23][C:18]([O:17][CH3:16])=[CH:19][CH:20]=1)[CH:11]=[N:12]2. The catalyst class is: 113. (6) Reactant: [Cl:1][C:2]1[CH:7]=[CH:6][CH:5]=[CH:4][C:3]=1[C:8]1[CH:19]=[C:18]2[C:14]([CH:15]=[C:16]([CH2:25][OH:26])[N:17]2[CH2:20][CH2:21][CH2:22][O:23][CH3:24])=[C:13]2[C:9]=1[C:10](=[O:28])[NH:11][C:12]2=[O:27].[Br:29]Br.C(Cl)(Cl)Cl. Product: [Br:29][C:15]1[C:14]2[C:18](=[CH:19][C:8]([C:3]3[CH:4]=[CH:5][CH:6]=[CH:7][C:2]=3[Cl:1])=[C:9]3[C:13]=2[C:12](=[O:27])[NH:11][C:10]3=[O:28])[N:17]([CH2:20][CH2:21][CH2:22][O:23][CH3:24])[C:16]=1[CH2:25][OH:26]. The catalyst class is: 1. (7) Reactant: [H-].[Al+3].[Li+].[H-].[H-].[H-].[Cl:7][C:8]1[CH:9]=[CH:10][C:11]2[N:17]3[C:18]([CH:21]([CH3:23])[CH3:22])=[N:19][N:20]=[C:16]3[C@@H:15]([CH2:24][C:25](OCC)=[O:26])[O:14][C@H:13]([C:30]3[CH:35]=[CH:34][CH:33]=[C:32]([O:36][CH3:37])[C:31]=3[O:38][CH3:39])[C:12]=2[CH:40]=1.C(C(C(C([O-])=O)O)O)([O-])=O.[Na+].[K+]. Product: [Cl:7][C:8]1[CH:9]=[CH:10][C:11]2[N:17]3[C:18]([CH:21]([CH3:23])[CH3:22])=[N:19][N:20]=[C:16]3[C@@H:15]([CH2:24][CH2:25][OH:26])[O:14][C@H:13]([C:30]3[CH:35]=[CH:34][CH:33]=[C:32]([O:36][CH3:37])[C:31]=3[O:38][CH3:39])[C:12]=2[CH:40]=1. The catalyst class is: 7.